This data is from Full USPTO retrosynthesis dataset with 1.9M reactions from patents (1976-2016). The task is: Predict the reactants needed to synthesize the given product. (1) Given the product [C:24]([NH:28][C:2]1[CH:7]=[CH:6][C:5]([CH2:8][C:9]([CH:11]2[CH2:16][CH2:15][N:14]([C:17]([O:19][C:20]([CH3:23])([CH3:22])[CH3:21])=[O:18])[CH2:13][CH2:12]2)=[O:10])=[CH:4][CH:3]=1)(=[O:27])[CH3:25], predict the reactants needed to synthesize it. The reactants are: Br[C:2]1[CH:7]=[CH:6][C:5]([CH2:8][CH:9]([CH:11]2[CH2:16][CH2:15][N:14]([C:17]([O:19][C:20]([CH3:23])([CH3:22])[CH3:21])=[O:18])[CH2:13][CH2:12]2)[OH:10])=[CH:4][CH:3]=1.[C:24]([O-:27])(=O)[CH3:25].[NH4+:28].CC1(C)C2C(=C(P(C3C=CC=CC=3)C3C=CC=CC=3)C=CC=2)OC2C(P(C3C=CC=CC=3)C3C=CC=CC=3)=CC=CC1=2.C(=O)([O-])[O-].[Cs+].[Cs+]. (2) Given the product [NH2:8][CH2:7][C:9]1[C:14]([CH3:15])=[CH:13][C:12]([CH2:16][OH:23])=[CH:11][C:10]=1[CH3:22], predict the reactants needed to synthesize it. The reactants are: [H-].[Li+].[Al+3].[H-].[H-].[H-].[C:7]([C:9]1[C:14]([CH3:15])=[CH:13][C:12]([CH3:16])=[C:11](C(OCC)=O)[C:10]=1[CH3:22])#[N:8].[O:23]1CCCC1. (3) The reactants are: [C:1]([O:5][C:6]([C:8]1[C:9]([C:28](O)=[O:29])=[N:10][C:11]([C:21]2[CH:26]=[CH:25][C:24]([Cl:27])=[CH:23][CH:22]=2)=[C:12]([C:14]2[CH:19]=[CH:18][C:17]([Cl:20])=[CH:16][CH:15]=2)[N:13]=1)=[O:7])([CH3:4])([CH3:3])[CH3:2].[F:31][C:32]1([F:39])[CH2:37][CH2:36][N:35]([NH2:38])[CH2:34][CH2:33]1.C1CN([P+](ON2N=NC3C=CC=CC2=3)(N2CCCC2)N2CCCC2)CC1.F[P-](F)(F)(F)(F)F. Given the product [Cl:27][C:24]1[CH:23]=[CH:22][C:21]([C:11]2[N:10]=[C:9]([C:28]([NH:38][N:35]3[CH2:36][CH2:37][C:32]([F:39])([F:31])[CH2:33][CH2:34]3)=[O:29])[C:8]([C:6]([O:5][C:1]([CH3:2])([CH3:4])[CH3:3])=[O:7])=[N:13][C:12]=2[C:14]2[CH:19]=[CH:18][C:17]([Cl:20])=[CH:16][CH:15]=2)=[CH:26][CH:25]=1, predict the reactants needed to synthesize it. (4) The reactants are: [O:1]=[C:2]1[NH:7][C:6]2[CH:8]=[C:9]([C:12]([OH:14])=O)[CH:10]=[CH:11][C:5]=2[S:4][CH2:3]1.[CH3:15][O:16][C:17]1[CH:26]=[C:25]2[C:20]([N:21]=[CH:22][C:23]([S:27][CH2:28][CH2:29][N:30]3[CH2:35][CH2:34][CH:33]([NH:36][CH3:37])[CH2:32][CH2:31]3)=[N:24]2)=[CH:19][CH:18]=1.C(N(CC)CC)C. Given the product [CH3:15][O:16][C:17]1[CH:26]=[C:25]2[C:20]([N:21]=[CH:22][C:23]([S:27][CH2:28][CH2:29][N:30]3[CH2:31][CH2:32][CH:33]([N:36]([CH3:37])[C:12]([C:9]4[CH:10]=[CH:11][C:5]5[S:4][CH2:3][C:2](=[O:1])[NH:7][C:6]=5[CH:8]=4)=[O:14])[CH2:34][CH2:35]3)=[N:24]2)=[CH:19][CH:18]=1, predict the reactants needed to synthesize it. (5) Given the product [Cl:1][C:2]1[N:7]=[C:12]([N:13]([CH3:17])[C:14]([N:19]([CH3:20])[CH3:18])=[O:15])[CH:5]=[CH:4][N:3]=1, predict the reactants needed to synthesize it. The reactants are: [Cl:1][C:2]1[N:7]=C(NC)[CH:5]=[CH:4][N:3]=1.[H-].[Na+].[CH3:12][N:13]([CH3:17])[C:14](Cl)=[O:15].[CH3:18][N:19](C=O)[CH3:20]. (6) The reactants are: [CH3:1][O:2][C:3]([C:5]1[C:15]2[O:14][CH2:13][CH2:12][CH2:11][O:10][C:9]=2[C:8]([N+:16]([O-])=O)=[CH:7][CH:6]=1)=[O:4].C1COCC1.CO. Given the product [CH3:1][O:2][C:3]([C:5]1[C:15]2[O:14][CH2:13][CH2:12][CH2:11][O:10][C:9]=2[C:8]([NH2:16])=[CH:7][CH:6]=1)=[O:4], predict the reactants needed to synthesize it. (7) Given the product [S:72]1[C:68]([CH2:67][O:66][C:64]([N:57]([CH2:56][CH2:55][CH2:54][NH:53][C:73]([O:75][CH2:76][C:77]2[S:81][CH:80]=[N:79][CH:78]=2)=[O:74])[CH2:58][C:59]([O:61][CH2:62][CH3:63])=[O:60])=[O:65])=[CH:69][N:70]=[CH:71]1, predict the reactants needed to synthesize it. The reactants are: C(N(CCCN(CC1C=CC=CC=1)C(OCC1SC=NC=1)=O)C(=O)OCC1SC=NC=1)C1C=CC=CC=1.[H-].[Na+].BrCC(OCC)=O.C(OC(C[N:53]([C:73]([O:75][CH2:76][C:77]1[S:81][CH:80]=[N:79][CH:78]=1)=[O:74])[CH2:54][CH2:55][CH2:56][N:57]([C:64]([O:66][CH2:67][C:68]1[S:72][CH:71]=[N:70][CH:69]=1)=[O:65])[CH2:58][C:59]([O:61][CH2:62][CH3:63])=[O:60])=O)C. (8) Given the product [NH2:8][C:6]1[CH:5]=[CH:4][C:3]([O:11][CH3:12])=[C:2]([Br:1])[CH:7]=1, predict the reactants needed to synthesize it. The reactants are: [Br:1][C:2]1[CH:7]=[C:6]([N+:8]([O-])=O)[CH:5]=[CH:4][C:3]=1[O:11][CH3:12].C(O)C.Cl.[OH-].[Na+]. (9) Given the product [C:1]([C:5]1[CH:13]=[CH:12][C:8]([C:9]([NH:30][C:16]2[CH:17]=[CH:18][CH:19]=[C:20]([B:21]3[O:25][C:24]([CH3:26])([CH3:27])[C:23]([CH3:29])([CH3:28])[O:22]3)[C:15]=2[CH3:14])=[O:10])=[CH:7][CH:6]=1)([CH3:4])([CH3:3])[CH3:2], predict the reactants needed to synthesize it. The reactants are: [C:1]([C:5]1[CH:13]=[CH:12][C:8]([C:9](Cl)=[O:10])=[CH:7][CH:6]=1)([CH3:4])([CH3:3])[CH3:2].[CH3:14][C:15]1[C:20]([B:21]2[O:25][C:24]([CH3:27])([CH3:26])[C:23]([CH3:29])([CH3:28])[O:22]2)=[CH:19][CH:18]=[CH:17][C:16]=1[NH2:30].C(N(CC)CC)C.O.